Dataset: Peptide-MHC class I binding affinity with 185,985 pairs from IEDB/IMGT. Task: Regression. Given a peptide amino acid sequence and an MHC pseudo amino acid sequence, predict their binding affinity value. This is MHC class I binding data. (1) The peptide sequence is VSTPPLVRLV. The MHC is Mamu-A01 with pseudo-sequence Mamu-A01. The binding affinity (normalized) is 0.774. (2) The peptide sequence is DEVVYTHGA. The MHC is HLA-B15:01 with pseudo-sequence HLA-B15:01. The binding affinity (normalized) is 0.0847. (3) The peptide sequence is WQFAIHYSF. The MHC is HLA-A31:01 with pseudo-sequence HLA-A31:01. The binding affinity (normalized) is 0.0847. (4) The peptide sequence is YTGGYDVSL. The MHC is HLA-A02:01 with pseudo-sequence HLA-A02:01. The binding affinity (normalized) is 0.240.